This data is from KCNQ2 potassium channel screen with 302,405 compounds. The task is: Binary Classification. Given a drug SMILES string, predict its activity (active/inactive) in a high-throughput screening assay against a specified biological target. (1) The drug is O(C1CC(NC(C1)(C)C)(C)C)C(=O)c1ccccc1. The result is 0 (inactive). (2) The molecule is Fc1c(CN2CCCCC2)c(F)c(F)c(n2nc(cc2C)C)c1F. The result is 0 (inactive). (3) The molecule is Brc1cc2CN3CCCC3=Nc2cc1. The result is 0 (inactive). (4) The drug is s1c2n(c3nc(N)c(c(c3c(=O)n2)c2c(OC)ccc(OC)c2)C#N)cc1. The result is 0 (inactive). (5) The drug is O(C1C(CCC(C1)C)C(C)C)C(=O)Cn1c([n+](c2c1cccc2)C)COc1ccccc1. The result is 0 (inactive).